Dataset: Full USPTO retrosynthesis dataset with 1.9M reactions from patents (1976-2016). Task: Predict the reactants needed to synthesize the given product. (1) Given the product [CH3:13][C:11]1[CH:10]=[CH:8][C:7]2[C:2](=[N:3][CH:4]=[CH:5][CH:6]=2)[N:1]=1, predict the reactants needed to synthesize it. The reactants are: [NH2:1][C:2]1[C:7]([CH:8]=O)=[CH:6][CH:5]=[CH:4][N:3]=1.[CH3:10][C:11]([CH3:13])=O.N1CCCCC1. (2) Given the product [O:1]([C:8]1[C:17]2[C:12](=[CH:13][CH:14]=[CH:15][CH:16]=2)[C:11]([CH2:18][OH:19])=[CH:10][CH:9]=1)[C:2]1[CH:7]=[CH:6][CH:5]=[CH:4][CH:3]=1, predict the reactants needed to synthesize it. The reactants are: [O:1]([C:8]1[C:17]2[C:12](=[CH:13][CH:14]=[CH:15][CH:16]=2)[C:11]([CH:18]=[O:19])=[CH:10][CH:9]=1)[C:2]1[CH:7]=[CH:6][CH:5]=[CH:4][CH:3]=1.[BH4-].[Na+]. (3) Given the product [OH:32][CH:31]([CH3:33])[CH:25]([CH3:24])[C:26]([O:28][CH2:29][CH3:30])=[O:27], predict the reactants needed to synthesize it. The reactants are: C(O)[C@H]1O[C@H](O[C@]2(CO)O[C@H](CO)[C@@H](O)[C@@H]2O)[C@H](O)[C@@H](O)[C@@H]1O.[CH3:24][CH:25]([C:31]([CH3:33])=[O:32])[C:26]([O:28][CH2:29][CH3:30])=[O:27]. (4) Given the product [N:17]1[CH:18]=[CH:19][CH:20]=[CH:21][C:16]=1[CH:4]1[NH:5][C:6]2[C:11]3[C:2](=[N:57][NH:58][C:12](=[O:13])[C:10]=3[CH:9]=[CH:8][CH:7]=2)[CH:3]1[C:22]1[CH:27]=[CH:26][CH:25]=[CH:24][N:23]=1, predict the reactants needed to synthesize it. The reactants are: O=[C:2]1[C:11]2[C:10]([C:12](OC)=[O:13])=[CH:9][CH:8]=[CH:7][C:6]=2[NH:5][CH:4]([C:16]2[CH:21]=[CH:20][CH:19]=[CH:18][N:17]=2)[CH:3]1[C:22]1[CH:27]=[CH:26][CH:25]=[CH:24][N:23]=1.O=C1C2C(C(OCC)=O)=CC=CC=2NC(C2C=CC=CN=2)C1C1C=CC=CN=1.O.[NH2:57][NH2:58]. (5) The reactants are: [Cl:1][C:2]1[C:3]([NH:12][S:13]([C:16]2[CH:25]=[CH:24][C:19]([C:20]([O:22][CH3:23])=[O:21])=[CH:18][CH:17]=2)(=[O:15])=[O:14])=[N:4][CH:5]=[C:6]([C:8]([F:11])([F:10])[F:9])[CH:7]=1.Br[CH2:27][C:28]1[CH:33]=[CH:32][C:31]([F:34])=[CH:30][CH:29]=1. Given the product [Cl:1][C:2]1[C:3]([N:12]([CH2:27][C:28]2[CH:33]=[CH:32][C:31]([F:34])=[CH:30][CH:29]=2)[S:13]([C:16]2[CH:25]=[CH:24][C:19]([C:20]([O:22][CH3:23])=[O:21])=[CH:18][CH:17]=2)(=[O:15])=[O:14])=[N:4][CH:5]=[C:6]([C:8]([F:11])([F:9])[F:10])[CH:7]=1, predict the reactants needed to synthesize it.